This data is from Full USPTO retrosynthesis dataset with 1.9M reactions from patents (1976-2016). The task is: Predict the reactants needed to synthesize the given product. Given the product [Cl:25][C:21]1[CH:20]=[C:19]([C:17]#[C:18][C:2]2[CH:3]=[N:4][C:5]3[N:6]([N:8]=[C:9]([N:11]4[CH2:16][CH2:15][O:14][CH2:13][CH2:12]4)[N:10]=3)[CH:7]=2)[CH:24]=[CH:23][CH:22]=1, predict the reactants needed to synthesize it. The reactants are: Br[C:2]1[CH:3]=[N:4][C:5]2[N:6]([N:8]=[C:9]([N:11]3[CH2:16][CH2:15][O:14][CH2:13][CH2:12]3)[N:10]=2)[CH:7]=1.[C:17]([C:19]1[CH:24]=[CH:23][CH:22]=[C:21]([Cl:25])[CH:20]=1)#[CH:18].